This data is from Reaction yield outcomes from USPTO patents with 853,638 reactions. The task is: Predict the reaction yield, written as a fraction of the theoretical maximum amount of product (1.0 means a 100% yield; for example, 0.34 means a 34% yield). (1) The reactants are C1(S([CH:10]2[CH:15](S(C3C=CC=CC=3)(=O)=O)[CH:14]3[CH2:25][CH2:26][CH:11]2[CH:12]=[CH:13]3)(=O)=O)C=CC=CC=1.[N+:27]([CH2:29][C:30]([O:32][CH2:33][CH3:34])=[O:31])#[C-:28].CC(C)([O-])C.[K+].Cl. The catalyst is O1CCCC1. The product is [CH2:33]([O:32][C:30]([C:29]1[NH:27][CH:28]=[C:15]2[C:10]=1[CH:11]1[CH2:26][CH2:25][CH:14]2[CH:13]=[CH:12]1)=[O:31])[CH3:34]. The yield is 0.800. (2) The reactants are [CH3:1][N:2]1[CH2:7][CH2:6][N:5]([C:8]2[CH:13]=[CH:12][C:11]([NH:14][CH:15]=[C:16]([C:22]([O:24][CH2:25][CH3:26])=[O:23])[C:17]([O:19]CC)=O)=[CH:10][CH:9]=2)[CH2:4][CH2:3]1.CCCCCC. The catalyst is C1(OC2C=CC=CC=2)C=CC=CC=1. The product is [OH:19][C:17]1[C:12]2[C:11](=[CH:10][CH:9]=[C:8]([N:5]3[CH2:6][CH2:7][N:2]([CH3:1])[CH2:3][CH2:4]3)[CH:13]=2)[N:14]=[CH:15][C:16]=1[C:22]([O:24][CH2:25][CH3:26])=[O:23]. The yield is 0.100. (3) The reactants are Br[CH2:2][C:3]1[CH:8]=[CH:7][C:6]([F:9])=[CH:5][C:4]=1[C:10]([N:12]1[CH2:17][CH2:16][O:15][CH2:14][CH2:13]1)=[O:11].[N-:18]=[N+:19]=[N-:20].[Na+]. The catalyst is CN(C)C=O. The product is [N:18]([CH2:2][C:3]1[CH:8]=[CH:7][C:6]([F:9])=[CH:5][C:4]=1[C:10]([N:12]1[CH2:17][CH2:16][O:15][CH2:14][CH2:13]1)=[O:11])=[N+:19]=[N-:20]. The yield is 0.880. (4) The reactants are Cl[CH2:2][CH2:3][C@H:4]([C:6]1[CH:11]=[CH:10][CH:9]=[CH:8][CH:7]=1)[OH:5].[I-:12].[Na+]. The catalyst is CC(C)=O. The product is [I:12][CH2:2][CH2:3][C@H:4]([C:6]1[CH:11]=[CH:10][CH:9]=[CH:8][CH:7]=1)[OH:5]. The yield is 0.980. (5) The reactants are [N+:1]([C:4]1[NH:8][N:7]=[C:6]([C:9]([OH:11])=O)[CH:5]=1)([O-:3])=[O:2].C(N(CC)CC)C.OC1C2N=NNC=2C=CC=1.[Cl:29][C:30]1[CH:35]=[CH:34][C:33]([CH2:36][CH2:37][NH2:38])=[CH:32][CH:31]=1.CCN=C=NCCCN(C)C. The catalyst is O1CCCC1.O. The product is [Cl:29][C:30]1[CH:35]=[CH:34][C:33]([CH2:36][CH2:37][NH:38][C:9]([C:6]2[CH:5]=[C:4]([N+:1]([O-:3])=[O:2])[NH:8][N:7]=2)=[O:11])=[CH:32][CH:31]=1. The yield is 0.430. (6) The reactants are C(O[CH2:4][NH:5][C:6]1[CH:28]=[CH:27][C:9]([C:10]([NH:12][CH2:13][C:14]2[S:15][C:16]([O:19][C:20]3[CH:21]=[C:22]([CH3:26])[CH:23]=[CH:24][CH:25]=3)=[CH:17][CH:18]=2)=[O:11])=[CH:8][N:7]=1)C.[BH4-].[Na+].O.C(OCC)(=O)C. The catalyst is CS(C)=O. The product is [CH3:4][NH:5][C:6]1[CH:28]=[CH:27][C:9]([C:10]([NH:12][CH2:13][C:14]2[S:15][C:16]([O:19][C:20]3[CH:21]=[C:22]([CH3:26])[CH:23]=[CH:24][CH:25]=3)=[CH:17][CH:18]=2)=[O:11])=[CH:8][N:7]=1. The yield is 0.882.